Dataset: Forward reaction prediction with 1.9M reactions from USPTO patents (1976-2016). Task: Predict the product of the given reaction. (1) The product is: [F:1][C:2]([F:28])([F:29])[C@H:3]1[CH2:8][CH2:7][C@H:6]([NH:9][C:10](=[O:27])[C:11]2[CH:16]=[C:15]([NH2:17])[C:14]([NH:20][CH3:21])=[CH:13][C:12]=2[N:22]([CH3:26])[CH2:23][C:24]#[N:25])[CH2:5][CH2:4]1. Given the reactants [F:1][C:2]([F:29])([F:28])[C@H:3]1[CH2:8][CH2:7][C@H:6]([NH:9][C:10](=[O:27])[C:11]2[CH:16]=[C:15]([N+:17]([O-])=O)[C:14]([NH:20][CH3:21])=[CH:13][C:12]=2[N:22]([CH3:26])[CH2:23][C:24]#[N:25])[CH2:5][CH2:4]1.Cl[Sn]Cl, predict the reaction product. (2) Given the reactants [CH3:1][CH:2]([N:4]1[C:8]2[N:9]=[C:10]([C:16]3[CH:21]=[CH:20][N:19]=[CH:18][CH:17]=3)[CH:11]=[C:12]([C:13](O)=[O:14])[C:7]=2[CH:6]=[N:5]1)[CH3:3].[NH2:22][CH2:23][C:24]1[C:25](=[O:34])[NH:26][C:27]([CH3:33])=[CH:28][C:29]=1[CH2:30][CH2:31][CH3:32].C(Cl)CCl.C1C=NC2N(O)N=NC=2C=1.CN1CCOCC1, predict the reaction product. The product is: [CH3:1][CH:2]([N:4]1[C:8]2[N:9]=[C:10]([C:16]3[CH:21]=[CH:20][N:19]=[CH:18][CH:17]=3)[CH:11]=[C:12]([C:13]([NH:22][CH2:23][C:24]3[C:25](=[O:34])[NH:26][C:27]([CH3:33])=[CH:28][C:29]=3[CH2:30][CH2:31][CH3:32])=[O:14])[C:7]=2[CH:6]=[N:5]1)[CH3:3]. (3) Given the reactants CC(C)([O-])C.[K+].[Cl:7][C:8]1[CH:9]=[C:10]([CH2:14][C:15]#[N:16])[CH:11]=[CH:12][CH:13]=1.Cl[CH2:18][CH2:19][O:20][CH2:21][CH2:22]Cl, predict the reaction product. The product is: [Cl:7][C:8]1[CH:9]=[C:10]([C:14]2([C:15]#[N:16])[CH2:22][CH2:21][O:20][CH2:19][CH2:18]2)[CH:11]=[CH:12][CH:13]=1. (4) Given the reactants [N+:1]([C:4]1[CH:9]=[CH:8][C:7]([N:10]2[CH2:15][CH2:14][O:13][CH2:12][C:11]2=[O:16])=[C:6]([C:17]([F:20])([F:19])[F:18])[CH:5]=1)([O-])=O.[H][H], predict the reaction product. The product is: [NH2:1][C:4]1[CH:9]=[CH:8][C:7]([N:10]2[CH2:15][CH2:14][O:13][CH2:12][C:11]2=[O:16])=[C:6]([C:17]([F:20])([F:19])[F:18])[CH:5]=1. (5) Given the reactants [CH2:1]([O:3][C:4]([C:6]1[C:7]([OH:15])=[N:8][N:9]([CH:12]([CH3:14])[CH3:13])[C:10]=1[Br:11])=[O:5])[CH3:2].C(=O)([O-])[O-].[K+].[K+].[CH2:22](Br)[C:23]1[CH:28]=[CH:27][CH:26]=[CH:25][CH:24]=1.Cl, predict the reaction product. The product is: [CH2:1]([O:3][C:4]([C:6]1[C:7]([O:15][CH2:22][C:23]2[CH:28]=[CH:27][CH:26]=[CH:25][CH:24]=2)=[N:8][N:9]([CH:12]([CH3:14])[CH3:13])[C:10]=1[Br:11])=[O:5])[CH3:2]. (6) Given the reactants [C:1]([O:5][C:6]([N:8]1[CH2:13][CH2:12][CH:11]([NH2:14])[CH2:10][CH2:9]1)=[O:7])([CH3:4])([CH3:3])[CH3:2].Cl[C:16]1[N:21]=[C:20]([CH3:22])[C:19]([N+:23]([O-:25])=[O:24])=[CH:18][CH:17]=1.C(N(CC)CC)C.[Cl-].[NH4+], predict the reaction product. The product is: [C:1]([O:5][C:6]([N:8]1[CH2:13][CH2:12][CH:11]([NH:14][C:16]2[CH:17]=[CH:18][C:19]([N+:23]([O-:25])=[O:24])=[C:20]([CH3:22])[N:21]=2)[CH2:10][CH2:9]1)=[O:7])([CH3:4])([CH3:2])[CH3:3]. (7) Given the reactants [CH2:1]([CH:3]([C:6]1[C:11]2[N:12]([CH2:16][CH2:17][CH2:18][C:19]([O:21][CH2:22][CH3:23])=[O:20])[C:13](=[O:15])[NH:14][C:10]=2[CH:9]=[CH:8][CH:7]=1)[CH2:4][CH3:5])[CH3:2].N(C(C)(C)C#N)=NC(C)(C)C#N.[Cl:36]N1C(=O)CCC1=O, predict the reaction product. The product is: [Cl:36][C:9]1[C:10]2[NH:14][C:13](=[O:15])[N:12]([CH2:16][CH2:17][CH2:18][C:19]([O:21][CH2:22][CH3:23])=[O:20])[C:11]=2[C:6]([CH:3]([CH2:4][CH3:5])[CH2:1][CH3:2])=[CH:7][CH:8]=1.